Dataset: Full USPTO retrosynthesis dataset with 1.9M reactions from patents (1976-2016). Task: Predict the reactants needed to synthesize the given product. (1) Given the product [CH2:2]([O:9][CH2:10][O:11][CH2:12][C@@H:13]([CH3:26])[CH2:14][CH2:5][CH:4]=[C:3]([CH3:8])[CH3:2])[C:3]1[CH:4]=[CH:5][CH:6]=[CH:7][CH:8]=1, predict the reactants needed to synthesize it. The reactants are: [Mg].[CH2:2]([O:9][CH2:10][O:11][CH2:12][C@@H:13]([CH3:26])[CH2:14]OS(C1C=CC(C)=CC=1)(=O)=O)[C:3]1[CH:8]=[CH:7][CH:6]=[CH:5][CH:4]=1.[Li+].[Cl-]. (2) Given the product [C:23]([O:22][C:20](=[O:21])[CH2:19][O:11][C:5]1[CH:6]=[CH:7][CH:8]=[C:9]([OH:10])[C:4]=1[C:2](=[O:3])[CH3:1])([CH3:26])([CH3:25])[CH3:24], predict the reactants needed to synthesize it. The reactants are: [CH3:1][C:2]([C:4]1[C:5]([OH:11])=[CH:6][CH:7]=[CH:8][C:9]=1[OH:10])=[O:3].C(=O)([O-])[O-].[K+].[K+].Br[CH2:19][C:20]([O:22][C:23]([CH3:26])([CH3:25])[CH3:24])=[O:21]. (3) Given the product [C:6]([O:10][C:11]([NH:13][CH2:14][C:15]1[CH:25]=[CH:24][C:18]2[N:19]=[C:20]([CH:22]=[O:23])[S:21][C:17]=2[CH:16]=1)=[O:12])([CH3:9])([CH3:7])[CH3:8], predict the reactants needed to synthesize it. The reactants are: C(O)(=O)C.Cl.[C:6]([O:10][C:11]([NH:13][CH2:14][C:15]1[CH:25]=[CH:24][C:18]2[N:19]=[C:20]([CH2:22][OH:23])[S:21][C:17]=2[CH:16]=1)=[O:12])([CH3:9])([CH3:8])[CH3:7].[OH-].[Na+]. (4) Given the product [Br:1][C:2]1[CH:7]=[CH:6][C:5]2[S:8][CH:9]=[CH:10][C:4]=2[C:3]=1[F:17].[Br:1][C:2]1[C:3]([F:17])=[CH:4][C:5]2[S:8][CH:9]=[CH:10][C:6]=2[CH:7]=1, predict the reactants needed to synthesize it. The reactants are: [Br:1][C:2]1[CH:7]=[CH:6][C:5]([S:8][CH2:9][CH:10](OCC)OCC)=[CH:4][C:3]=1[F:17]. (5) Given the product [NH2:11][C:9]1[NH:30][N:29]=[C:24]([CH2:23][CH2:22][C:18]2[CH:17]=[C:16]([CH:21]=[CH:20][CH:19]=2)[C:14]([NH:13][CH3:12])=[O:15])[CH:10]=1, predict the reactants needed to synthesize it. The reactants are: [Li+].CC([N-]C(C)C)C.[C:9](#[N:11])[CH3:10].[CH3:12][NH:13][C:14]([C:16]1[CH:17]=[C:18]([CH2:22][CH2:23][C:24](OC)=O)[CH:19]=[CH:20][CH:21]=1)=[O:15].Cl.[NH2:29][NH2:30]. (6) The reactants are: [NH2:1][C:2]1[CH:3]=[C:4]([C:12]2[O:13][C:14]3[CH:20]=[CH:19][C:18]([O:21][CH3:22])=[CH:17][C:15]=3[N:16]=2)[C:5]([NH:8][CH2:9][CH2:10][CH3:11])=[CH:6][CH:7]=1.[CH:23]1[C:28]([C:29]([OH:31])=[O:30])=[CH:27][C:26]2[C:32]([O:34][C:35](=O)[C:25]=2[CH:24]=1)=[O:33]. Given the product [CH3:22][O:21][C:18]1[CH:19]=[CH:20][C:14]2[O:13][C:12]([C:4]3[CH:3]=[C:2]([N:1]4[C:32](=[O:33])[C:26]5[C:25](=[CH:24][CH:23]=[C:28]([C:29]([OH:31])=[O:30])[CH:27]=5)[C:35]4=[O:34])[CH:7]=[CH:6][C:5]=3[NH:8][CH2:9][CH2:10][CH3:11])=[N:16][C:15]=2[CH:17]=1, predict the reactants needed to synthesize it. (7) Given the product [CH3:1][O:2][C:3]1[CH:4]=[C:5]([CH:18]=[CH:19][CH:20]=1)[O:6][CH2:7][C:8]1[NH:12][CH:11]=[CH:10][N:9]=1, predict the reactants needed to synthesize it. The reactants are: [CH3:1][O:2][C:3]1[CH:4]=[C:5]([CH:18]=[CH:19][CH:20]=1)[O:6][CH2:7][C:8]1[N:9](C2CCCO2)[CH:10]=[CH:11][N:12]=1.C([O-])(O)=O.[Na+]. (8) Given the product [N:1]([CH:4]([C:6]1[N:7]=[C:8]2[S:16][CH:15]=[C:14]([CH3:17])[N:9]2[C:10](=[O:13])[C:11]=1[C:22]1[CH:23]=[CH:24][C:19]([F:18])=[CH:20][CH:21]=1)[CH3:5])=[N+:2]=[N-:3], predict the reactants needed to synthesize it. The reactants are: [N:1]([CH:4]([C:6]1[N:7]=[C:8]2[S:16][CH:15]=[C:14]([CH3:17])[N:9]2[C:10](=[O:13])[C:11]=1Br)[CH3:5])=[N+:2]=[N-:3].[F:18][C:19]1[CH:24]=[CH:23][C:22](B(O)O)=[CH:21][CH:20]=1.C(=O)([O-])[O-].[Na+].[Na+].O. (9) The reactants are: [C:1]1([CH:7]2[CH2:11][CH2:10][NH:9][CH2:8]2)[CH:6]=[CH:5][CH:4]=[CH:3][CH:2]=1.[F:12][C:13]1[CH:23]=[CH:22][C:16]([O:17][CH2:18][C:19](Cl)=[O:20])=[CH:15][CH:14]=1.C(N(CC)CC)C. Given the product [F:12][C:13]1[CH:23]=[CH:22][C:16]([O:17][CH2:18][C:19]([N:9]2[CH2:10][CH2:11][CH:7]([C:1]3[CH:6]=[CH:5][CH:4]=[CH:3][CH:2]=3)[CH2:8]2)=[O:20])=[CH:15][CH:14]=1, predict the reactants needed to synthesize it. (10) Given the product [Br:8][C:6]1[CH:7]=[C:2]2[C:3]([CH2:17][CH2:18][C:19](=[O:20])[N:21]2[C:22]2[C:27]([Cl:28])=[CH:26][CH:25]=[CH:24][C:23]=2[Cl:29])=[C:4]([C:9]2[CH:14]=[CH:13][C:12]([F:15])=[CH:11][C:10]=2[Cl:16])[N:5]=1, predict the reactants needed to synthesize it. The reactants are: Br[C:2]1[CH:7]=[C:6]([Br:8])[N:5]=[C:4]([C:9]2[CH:14]=[CH:13][C:12]([F:15])=[CH:11][C:10]=2[Cl:16])[C:3]=1[CH2:17][CH2:18][C:19]([NH:21][C:22]1[C:27]([Cl:28])=[CH:26][CH:25]=[CH:24][C:23]=1[Cl:29])=[O:20].C([O-])([O-])=O.[K+].[K+].